Task: Regression. Given a peptide amino acid sequence and an MHC pseudo amino acid sequence, predict their binding affinity value. This is MHC class II binding data.. Dataset: Peptide-MHC class II binding affinity with 134,281 pairs from IEDB (1) The peptide sequence is VLAPTRVVLSEMKEA. The binding affinity (normalized) is 0.557. The MHC is HLA-DQA10102-DQB10501 with pseudo-sequence HLA-DQA10102-DQB10501. (2) The peptide sequence is DPRQGLAVLRKVKRVHHHHHH. The MHC is DRB4_0103 with pseudo-sequence DRB4_0103. The binding affinity (normalized) is 0.609. (3) The peptide sequence is TASKLLEDRVGLNHI. The MHC is DRB1_0101 with pseudo-sequence DRB1_0101. The binding affinity (normalized) is 0.299. (4) The peptide sequence is LERLQRKHGGMLVRNPL. The MHC is DRB1_1501 with pseudo-sequence DRB1_1501. The binding affinity (normalized) is 0.511. (5) The peptide sequence is AYLVLDPLIYFGPFA. The MHC is HLA-DPA10201-DPB10101 with pseudo-sequence HLA-DPA10201-DPB10101. The binding affinity (normalized) is 0.617. (6) The peptide sequence is FLHATDLLPAY. The MHC is HLA-DQA10101-DQB10501 with pseudo-sequence HLA-DQA10101-DQB10501. The binding affinity (normalized) is 0.196. (7) The peptide sequence is PEQIQLLKKAFDAFD. The MHC is DRB1_1302 with pseudo-sequence DRB1_1302. The binding affinity (normalized) is 0.623. (8) The peptide sequence is QLYSKFLLKAEPLAF. The MHC is DRB1_0301 with pseudo-sequence DRB1_0301. The binding affinity (normalized) is 0.413. (9) The peptide sequence is EGKPTEKHIQIRSTN. The MHC is DRB1_1101 with pseudo-sequence DRB1_1101. The binding affinity (normalized) is 0.155. (10) The peptide sequence is KHLAVLVKYEGDTMA. The MHC is DRB1_0401 with pseudo-sequence DRB1_0401. The binding affinity (normalized) is 0.347.